Dataset: NCI-60 drug combinations with 297,098 pairs across 59 cell lines. Task: Regression. Given two drug SMILES strings and cell line genomic features, predict the synergy score measuring deviation from expected non-interaction effect. (1) Drug 1: CC1=C(C(=CC=C1)Cl)NC(=O)C2=CN=C(S2)NC3=CC(=NC(=N3)C)N4CCN(CC4)CCO. Drug 2: C1=CN(C=N1)CC(O)(P(=O)(O)O)P(=O)(O)O. Cell line: HOP-62. Synergy scores: CSS=6.42, Synergy_ZIP=0.297, Synergy_Bliss=4.54, Synergy_Loewe=-15.0, Synergy_HSA=0.798. (2) Drug 1: CN(C)C1=NC(=NC(=N1)N(C)C)N(C)C. Drug 2: CCN(CC)CCCC(C)NC1=C2C=C(C=CC2=NC3=C1C=CC(=C3)Cl)OC. Cell line: SF-539. Synergy scores: CSS=24.9, Synergy_ZIP=-2.90, Synergy_Bliss=-0.489, Synergy_Loewe=-27.9, Synergy_HSA=-2.92. (3) Drug 1: C1CCN(CC1)CCOC2=CC=C(C=C2)C(=O)C3=C(SC4=C3C=CC(=C4)O)C5=CC=C(C=C5)O. Drug 2: C1CCC(CC1)NC(=O)N(CCCl)N=O. Cell line: OVCAR-8. Synergy scores: CSS=28.4, Synergy_ZIP=3.57, Synergy_Bliss=6.24, Synergy_Loewe=5.78, Synergy_HSA=6.34. (4) Drug 1: C1=NNC2=C1C(=O)NC=N2. Drug 2: COCCOC1=C(C=C2C(=C1)C(=NC=N2)NC3=CC=CC(=C3)C#C)OCCOC.Cl. Cell line: TK-10. Synergy scores: CSS=30.4, Synergy_ZIP=-5.13, Synergy_Bliss=-4.85, Synergy_Loewe=-3.94, Synergy_HSA=-0.325. (5) Drug 1: CS(=O)(=O)CCNCC1=CC=C(O1)C2=CC3=C(C=C2)N=CN=C3NC4=CC(=C(C=C4)OCC5=CC(=CC=C5)F)Cl. Drug 2: CC1=C(C(=O)C2=C(C1=O)N3CC4C(C3(C2COC(=O)N)OC)N4)N. Cell line: UACC-257. Synergy scores: CSS=11.4, Synergy_ZIP=-4.34, Synergy_Bliss=-1.48, Synergy_Loewe=-20.4, Synergy_HSA=-0.967. (6) Drug 1: CC1=C2C(C(=O)C3(C(CC4C(C3C(C(C2(C)C)(CC1OC(=O)C(C(C5=CC=CC=C5)NC(=O)OC(C)(C)C)O)O)OC(=O)C6=CC=CC=C6)(CO4)OC(=O)C)OC)C)OC. Drug 2: CC1C(C(CC(O1)OC2CC(CC3=C2C(=C4C(=C3O)C(=O)C5=C(C4=O)C(=CC=C5)OC)O)(C(=O)CO)O)N)O.Cl. Cell line: BT-549. Synergy scores: CSS=49.4, Synergy_ZIP=-7.83, Synergy_Bliss=-11.3, Synergy_Loewe=-6.48, Synergy_HSA=-5.67. (7) Drug 1: CN(C)N=NC1=C(NC=N1)C(=O)N. Drug 2: CN1C(=O)N2C=NC(=C2N=N1)C(=O)N. Cell line: KM12. Synergy scores: CSS=2.86, Synergy_ZIP=-5.68, Synergy_Bliss=-11.6, Synergy_Loewe=-14.9, Synergy_HSA=-12.6. (8) Drug 1: C1=CC(=CC=C1CCC2=CNC3=C2C(=O)NC(=N3)N)C(=O)NC(CCC(=O)O)C(=O)O. Drug 2: CC1=CC2C(CCC3(C2CCC3(C(=O)C)OC(=O)C)C)C4(C1=CC(=O)CC4)C. Cell line: ACHN. Synergy scores: CSS=20.0, Synergy_ZIP=-4.10, Synergy_Bliss=-0.436, Synergy_Loewe=-17.2, Synergy_HSA=0.332. (9) Drug 1: C1=NC2=C(N1)C(=S)N=CN2. Drug 2: C1CCC(C(C1)N)N.C(=O)(C(=O)[O-])[O-].[Pt+4]. Cell line: SN12C. Synergy scores: CSS=19.5, Synergy_ZIP=-11.9, Synergy_Bliss=-7.20, Synergy_Loewe=-6.09, Synergy_HSA=-3.66.